The task is: Predict which catalyst facilitates the given reaction.. This data is from Catalyst prediction with 721,799 reactions and 888 catalyst types from USPTO. (1) Reactant: OC1C(=O)NN=C(CCC2C=CC=CC=2)C=1.C([O:24][C:25]1[N:26]=[N:27][C:28]([CH2:39][C:40]2[CH:45]=[CH:44][CH:43]=[C:42]([CH3:46])[CH:41]=2)=[CH:29][C:30]=1[O:31]CC1C=CC=CC=1)C1C=CC=CC=1.O1CCCC1. Product: [CH3:46][C:42]1[CH:41]=[C:40]([CH:45]=[CH:44][CH:43]=1)[CH2:39][C:28]1[CH:29]=[C:30]([OH:31])[C:25](=[O:24])[NH:26][N:27]=1. The catalyst class is: 13. (2) Reactant: [F:1][C:2]1[CH:3]=[C:4]([NH:9][C:10]([N:12]2[C:20]3[C:15](=[CH:16][C:17]([O:25][CH3:26])=[C:18]([C:21]([F:24])([F:23])[F:22])[CH:19]=3)[CH2:14][CH2:13]2)=[O:11])[CH:5]=[C:6](I)[CH:7]=1.[CH3:27][C:28]1[CH:33]=[CH:32][N:31]=[CH:30][C:29]=1B(O)O.C(=O)([O-])[O-].[Na+].[Na+]. Product: [F:1][C:2]1[CH:3]=[C:4]([NH:9][C:10]([N:12]2[C:20]3[C:15](=[CH:16][C:17]([O:25][CH3:26])=[C:18]([C:21]([F:24])([F:23])[F:22])[CH:19]=3)[CH2:14][CH2:13]2)=[O:11])[CH:5]=[C:6]([C:29]2[CH:30]=[N:31][CH:32]=[CH:33][C:28]=2[CH3:27])[CH:7]=1. The catalyst class is: 659. (3) Reactant: [N:1]1[CH:6]=[CH:5][CH:4]=[CH:3][C:2]=1[N:7]1[CH2:11][CH2:10][CH:9]([NH:12]C(=O)OC(C)(C)C)[CH2:8]1.[ClH:20]. Product: [ClH:20].[ClH:20].[N:1]1[CH:6]=[CH:5][CH:4]=[CH:3][C:2]=1[N:7]1[CH2:11][CH2:10][CH:9]([NH2:12])[CH2:8]1. The catalyst class is: 71. (4) Reactant: Br[C:2]1[CH:3]=[C:4]2[O:27][CH2:26][O:25][C:5]2=[C:6]([CH:24]=1)[NH:7][C:8]1[C:17]2[C:12](=[CH:13][C:14]([O:20][CH3:21])=[C:15]([O:18][CH3:19])[CH:16]=2)[N:11]=[CH:10][C:9]=1[C:22]#[N:23].[CH2:28]([O:31][CH3:32])[C:29]#[CH:30].N1CCCC1.[Cl-].[NH4+]. Product: [C:22]([C:9]1[CH:10]=[N:11][C:12]2[C:17]([C:8]=1[NH:7][C:6]1[CH:24]=[C:2]([C:30]#[C:29][CH2:28][O:31][CH3:32])[CH:3]=[C:4]3[O:27][CH2:26][O:25][C:5]=13)=[CH:16][C:15]([O:18][CH3:19])=[C:14]([O:20][CH3:21])[CH:13]=2)#[N:23]. The catalyst class is: 73. (5) Reactant: [N+:1]([CH:4]([CH3:6])[CH3:5])([O-:3])=[O:2].[CH2:7]([CH2:9][NH2:10])[OH:8].[CH2:11]=O.[OH-].[Na+]. Product: [N+:1]([C:4]([CH3:11])([CH3:6])[CH2:5][NH:10][CH2:9][CH2:7][OH:8])([O-:3])=[O:2]. The catalyst class is: 252. (6) Reactant: [I:1]N1C(=O)CCC1=O.[CH:9]1([C:13]2[CH:22]=[C:21]([CH3:23])[CH:20]=[CH:19][C:14]=2[C:15]([O:17][CH3:18])=[O:16])[CH2:12][CH2:11][CH2:10]1.CO. Product: [CH:9]1([C:13]2[CH:22]=[C:21]([CH3:23])[C:20]([I:1])=[CH:19][C:14]=2[C:15]([O:17][CH3:18])=[O:16])[CH2:12][CH2:11][CH2:10]1. The catalyst class is: 65. (7) Reactant: B(O)(O)[C:2]1[C:15]2[C:10](=[CH:11][CH:12]=[CH:13][CH:14]=2)[C:9]2[C:4](=[CH:5][CH:6]=[CH:7][CH:8]=2)[CH:3]=1.Br[C:19]1[CH:24]=[CH:23][C:22]([Br:25])=[CH:21][C:20]=1[N+:26]([O-:28])=[O:27].C([O-])([O-])=O.[Na+].[Na+]. Product: [Br:25][C:22]1[CH:23]=[CH:24][C:19]([C:2]2[C:15]3[C:10]([C:9]4[CH:8]=[CH:7][CH:6]=[CH:5][C:4]=4[CH:3]=2)=[CH:11][CH:12]=[CH:13][CH:14]=3)=[C:20]([N+:26]([O-:28])=[O:27])[CH:21]=1. The catalyst class is: 206.